From a dataset of Full USPTO retrosynthesis dataset with 1.9M reactions from patents (1976-2016). Predict the reactants needed to synthesize the given product. (1) The reactants are: [CH3:1][C:2]1[CH:7]=[C:6]([CH3:8])[CH:5]=[CH:4][C:3]=1[NH:9][C:10](=[O:37])[CH2:11][N:12]([CH2:19][C:20]1[CH:25]=[CH:24][C:23]([CH2:26][C:27]([CH3:36])([CH3:35])[C:28]([O:30]C(C)(C)C)=[O:29])=[CH:22][CH:21]=1)[CH2:13][C:14]1[O:15][CH:16]=[CH:17][CH:18]=1.FC(F)(F)C(O)=O. Given the product [CH3:1][C:2]1[CH:7]=[C:6]([CH3:8])[CH:5]=[CH:4][C:3]=1[NH:9][C:10](=[O:37])[CH2:11][N:12]([CH2:19][C:20]1[CH:21]=[CH:22][C:23]([CH2:26][C:27]([CH3:35])([CH3:36])[C:28]([OH:30])=[O:29])=[CH:24][CH:25]=1)[CH2:13][C:14]1[O:15][CH:16]=[CH:17][CH:18]=1, predict the reactants needed to synthesize it. (2) Given the product [F:1][C:2]1[CH:30]=[CH:29][C:5]([CH2:6][N:7]2[C:11]3=[CH:12][N:13]=[C:14]([C:16]([N:51]([OH:52])[CH3:50])=[O:18])[CH:15]=[C:10]3[C:9]([CH2:19][O:20][CH2:21][CH2:22][N:23]3[CH2:27][CH2:26][CH2:25][C:24]3=[O:28])=[CH:8]2)=[CH:4][CH:3]=1, predict the reactants needed to synthesize it. The reactants are: [F:1][C:2]1[CH:30]=[CH:29][C:5]([CH2:6][N:7]2[C:11]3=[CH:12][N:13]=[C:14]([C:16]([OH:18])=O)[CH:15]=[C:10]3[C:9]([CH2:19][O:20][CH2:21][CH2:22][N:23]3[CH2:27][CH2:26][CH2:25][C:24]3=[O:28])=[CH:8]2)=[CH:4][CH:3]=1.ClC1N=C(OC)N=C(OC)N=1.CN1CCOCC1.Cl.[CH3:50][NH:51][OH:52]. (3) Given the product [CH:16]1([N:7]2[CH2:8][C:9]([F:15])([CH3:14])[C:10](=[O:13])[N:11]([CH3:12])[C:5]3[CH:4]=[N:3][C:2]([NH:23][C:24]4[CH:32]=[CH:31][C:27]([C:28]([OH:30])=[O:29])=[CH:26][C:25]=4[O:33][CH3:34])=[N:22][C:6]2=3)[CH2:21][CH2:20][CH2:19][CH2:18][CH2:17]1, predict the reactants needed to synthesize it. The reactants are: Cl[C:2]1[N:3]=[CH:4][C:5]2[N:11]([CH3:12])[C:10](=[O:13])[C:9]([F:15])([CH3:14])[CH2:8][N:7]([CH:16]3[CH2:21][CH2:20][CH2:19][CH2:18][CH2:17]3)[C:6]=2[N:22]=1.[NH2:23][C:24]1[CH:32]=[CH:31][C:27]([C:28]([OH:30])=[O:29])=[CH:26][C:25]=1[O:33][CH3:34].